Dataset: NCI-60 drug combinations with 297,098 pairs across 59 cell lines. Task: Regression. Given two drug SMILES strings and cell line genomic features, predict the synergy score measuring deviation from expected non-interaction effect. (1) Cell line: HCC-2998. Synergy scores: CSS=2.50, Synergy_ZIP=0.789, Synergy_Bliss=-0.0724, Synergy_Loewe=-3.35, Synergy_HSA=-4.24. Drug 1: CC1=CC2C(CCC3(C2CCC3(C(=O)C)OC(=O)C)C)C4(C1=CC(=O)CC4)C. Drug 2: C1=NNC2=C1C(=O)NC=N2. (2) Drug 1: CCC1=C2CN3C(=CC4=C(C3=O)COC(=O)C4(CC)O)C2=NC5=C1C=C(C=C5)O. Drug 2: C(=O)(N)NO. Cell line: MDA-MB-435. Synergy scores: CSS=14.8, Synergy_ZIP=-2.66, Synergy_Bliss=0.737, Synergy_Loewe=-90.9, Synergy_HSA=-0.455. (3) Drug 1: COC1=CC(=CC(=C1O)OC)C2C3C(COC3=O)C(C4=CC5=C(C=C24)OCO5)OC6C(C(C7C(O6)COC(O7)C8=CC=CS8)O)O. Drug 2: C1C(C(OC1N2C=NC3=C(N=C(N=C32)Cl)N)CO)O. Cell line: HS 578T. Synergy scores: CSS=10.5, Synergy_ZIP=-8.65, Synergy_Bliss=-1.54, Synergy_Loewe=-8.68, Synergy_HSA=-3.22.